This data is from Experimentally validated miRNA-target interactions with 360,000+ pairs, plus equal number of negative samples. The task is: Binary Classification. Given a miRNA mature sequence and a target amino acid sequence, predict their likelihood of interaction. (1) The miRNA is hsa-miR-4264 with sequence ACUCAGUCAUGGUCAUU. The protein sequence of the target gene is MGESIPLAAPVPVEQAVLETFFSHLGIFSYDKAKDNVEKEREANKSAGGSWLSLLAALAHLAAAEKVYHSLTYLGQKLGGQSFFSRKDSIRTIYTSLHNELKKVVAGRGAPGGTAPHVEELLPHLSEQLCFFVQARMEIADFYEKMYALSTQKFINTEELVSTLDTILRKYSSRFHHPILSPLESSFQLEVGVLSHLLKAQAQISEWKFLPSLVTLHNAHTKLQSWGQTFEKQRETKKHLFGGQSQKAVQPPHLFLWLMKLKTMLLAKFSFYFHEALSRQTTASEMKALTAKANPDLFGK.... Result: 0 (no interaction). (2) The protein sequence of the target gene is MADPAECSIKVMCRFRPLNEAEILRGDKFIPKFKGDETVVIGQGKPYVFDRVLPPNTTQEQVYNACAKQIVKDVLEGYNGTIFAYGQTSSGKTHTMEGKLHDPQLMGIIPRIAHDIFDHIYSMDENLEFHIKVSYFEIYLDKIRDLLDVSKTNLAVHEDKNRVPYVKGCTERFVSSPEEVMDVIDEGKANRHVAVTNMNEHSSRSHSIFLINIKQENVETEKKLSGKLYLVDLAGSEKVSKTGAEGAVLDEAKNINKSLSALGNVISALAEGTKTHVPYRDSKMTRILQDSLGGNCRTTI.... The miRNA is hsa-miR-181b-2-3p with sequence CUCACUGAUCAAUGAAUGCA. Result: 0 (no interaction). (3) The protein sequence of the target gene is MTQGKKKKRAANRSIMLAKKIIIKDGGTPQGIGSPSVYHAVIVIFLEFFAWGLLTAPTLVVLHETFPKHTFLMNGLIQGVKGLLSFLSAPLIGALSDVWGRKSFLLLTVFFTCAPIPLMKISPWWYFAVISVSGVFAVTFSVVFAYVADITQEHERSMAYGLVSATFAASLVTSPAIGAYLGRVYGDSLVVVLATAIALLDICFILVAVPESLPEKMRPASWGAPISWEQADPFASLKKVGQDSIVLLICITVFLSYLPEAGQYSSFFLYLRQIMKFSPESVAAFIAVLGILSIIAQTIV.... The miRNA is mmu-miR-297b-3p with sequence UAUACAUACACACAUACCCAUA. Result: 0 (no interaction). (4) The miRNA is hsa-miR-124-3p with sequence UAAGGCACGCGGUGAAUGCCAA. The protein sequence of the target gene is MDSTLTASEIRQRFIDFFKRNEHTYVHSSATIPLDDPTLLFANAGMNQFKPIFLNTIDPSHPMAKLSRAANTQKCIRAGGKHNDLDDVGKDVYHHTFFEMLGSWSFGDYFKELACKMALELLTQEFGIPIERLYVTYFGGDEAAGLEADLECKQIWQNLGLDDTKILPGNMKDNFWEMGDTGPCGPCSEIHYDRIGGRDAAHLVNQDDPNVLEIWNLVFIQYNREADGILKPLPKKSIDTGMGLERLVSVLQNKMSNYDTDLFVPYFEAIQKGTGARPYTGKVGAEDADGIDMAYRVLAD.... Result: 1 (interaction). (5) The protein sequence of the target gene is MCVTYHNGTGYCKCPEGFLGEYCQHRDPCEKNRCQNGGTCVAQAMLGKATCRCASGFTGEDCQYSTSHPCFVSRPCLNGGTCHMLSRDTYECTCQVGFTGKECQWTDACLSHPCANGSTCTTVANQFSCKCLTGFTGQKCETDVNECDIPGHCQHGGTCLNLPGSYQCQCLQGFTGQYCDSLYVPCAPSPCVNGGTCRQTGDFTFECNCLPETVRRGTELWERDREVWNGKEHDEN. Result: 0 (no interaction). The miRNA is hsa-miR-1266-3p with sequence CCCUGUUCUAUGCCCUGAGGGA.